Dataset: Reaction yield outcomes from USPTO patents with 853,638 reactions. Task: Predict the reaction yield, written as a fraction of the theoretical maximum amount of product (1.0 means a 100% yield; for example, 0.34 means a 34% yield). (1) The reactants are [OH:1][C@H:2]1[CH2:7][CH2:6][C@@H:5]([C:8]([O:10][CH3:11])=[O:9])[C@H:4]([O:12][CH3:13])[CH2:3]1.[CH3:14][S:15](Cl)(=[O:17])=[O:16]. The catalyst is ClCCl. The product is [CH3:13][O:12][C@@H:4]1[CH2:3][C@@H:2]([O:1][S:15]([CH3:14])(=[O:17])=[O:16])[CH2:7][CH2:6][C@H:5]1[C:8]([O:10][CH3:11])=[O:9]. The yield is 0.910. (2) The reactants are [Cl:1][C:2]1[CH:6]=[CH:5][S:4][C:3]=1[C:7]([NH:9][NH:10][C:11](=[O:19])[C:12]1[CH:17]=[CH:16][C:15]([Cl:18])=[N:14][CH:13]=1)=O.ClC1C=CC(C(Cl)=O)=CN=1.C(=O)(O)[O-].[Na+]. The catalyst is ClCCl. The product is [Cl:18][C:15]1[N:14]=[CH:13][C:12]([C:11]2[O:19][C:7]([C:3]3[S:4][CH:5]=[CH:6][C:2]=3[Cl:1])=[N:9][N:10]=2)=[CH:17][CH:16]=1. The yield is 0.960. (3) The reactants are Br[C:2]1[CH:7]=[CH:6][C:5]([C:8]2[CH:12]=[C:11]([CH2:13][CH2:14][OH:15])[O:10][N:9]=2)=[C:4]([C:16]([F:19])([F:18])[F:17])[CH:3]=1.[CH:20]1(B(O)O)[CH2:22][CH2:21]1.C(N(C(C)C)CC)(C)C.[OH-].[Na+].S(=O)(=O)(O)O. The catalyst is [CH-]1C=C(P(C2C=CC=CC=2)C2C=CC=CC=2)C=C1.[CH-]1C=C(P(C2C=CC=CC=2)C2C=CC=CC=2)C=C1.Cl[Pd]Cl.[Fe+2].O.C1(C)C=CC=CC=1. The product is [CH:20]1([C:2]2[CH:7]=[CH:6][C:5]([C:8]3[CH:12]=[C:11]([CH2:13][CH2:14][OH:15])[O:10][N:9]=3)=[C:4]([C:16]([F:19])([F:18])[F:17])[CH:3]=2)[CH2:22][CH2:21]1. The yield is 1.00.